Dataset: Full USPTO retrosynthesis dataset with 1.9M reactions from patents (1976-2016). Task: Predict the reactants needed to synthesize the given product. Given the product [Cl:19][C:20]1[CH:25]=[CH:24][C:23]([C:2]2[CH:3]=[C:4]3[C:9](=[CH:10][CH:11]=2)[NH:8][C:7](=[O:12])[CH:6]=[CH:5]3)=[CH:22][CH:21]=1, predict the reactants needed to synthesize it. The reactants are: Br[C:2]1[CH:3]=[C:4]2[C:9](=[CH:10][CH:11]=1)[NH:8][C:7](=[O:12])[CH:6]=[CH:5]2.C([O-])([O-])=O.[Na+].[Na+].[Cl:19][C:20]1[CH:25]=[CH:24][C:23](OB(O)O)=[CH:22][CH:21]=1.